Dataset: Forward reaction prediction with 1.9M reactions from USPTO patents (1976-2016). Task: Predict the product of the given reaction. Given the reactants [C:1]1([C:7]#[CH:8])[CH:6]=[CH:5][CH:4]=[CH:3][CH:2]=1.C(N(C(C)C)CC)(C)C.[N:18]([C:21]1[CH:22]=[C:23]2[C:28](=[CH:29][CH:30]=1)[N:27]=[C:26]([O:31][C:32]1[CH:37]=[CH:36][C:35]([F:38])=[CH:34][C:33]=1[C:39](=[O:41])[CH3:40])[C:25]([CH2:42][C:43]1[CH:48]=[CH:47][CH:46]=[CH:45][CH:44]=1)=[CH:24]2)=[N+:19]=[N-:20], predict the reaction product. The product is: [CH2:42]([C:25]1[C:26]([O:31][C:32]2[CH:37]=[CH:36][C:35]([F:38])=[CH:34][C:33]=2[C:39](=[O:41])[CH3:40])=[N:27][C:28]2[C:23]([CH:24]=1)=[CH:22][C:21]([N:18]1[CH:8]=[C:7]([C:1]3[CH:6]=[CH:5][CH:4]=[CH:3][CH:2]=3)[N:20]=[N:19]1)=[CH:30][CH:29]=2)[C:43]1[CH:44]=[CH:45][CH:46]=[CH:47][CH:48]=1.